From a dataset of Catalyst prediction with 721,799 reactions and 888 catalyst types from USPTO. Predict which catalyst facilitates the given reaction. (1) Reactant: ClC(N(C)C)=C(C)C.[CH3:9][C:10]1[N:15]=[C:14]([C:16]([OH:18])=O)[CH:13]=[CH:12][CH:11]=1.[NH2:19][C:20]1[CH:28]=[C:27]([C:29]2[CH:30]=[C:31]([NH:36][S:37]([CH3:40])(=[O:39])=[O:38])[C:32]([Cl:35])=[N:33][CH:34]=2)[CH:26]=[C:25]2[C:21]=1[CH:22]=[N:23][N:24]2[CH3:41].C(=O)(O)[O-].[Na+]. Product: [Cl:35][C:32]1[N:33]=[CH:34][C:29]([C:27]2[CH:26]=[C:25]3[C:21]([CH:22]=[N:23][N:24]3[CH3:41])=[C:20]([NH:19][C:16]([C:14]3[CH:13]=[CH:12][CH:11]=[C:10]([CH3:9])[N:15]=3)=[O:18])[CH:28]=2)=[CH:30][C:31]=1[NH:36][S:37]([CH3:40])(=[O:39])=[O:38]. The catalyst class is: 2. (2) Reactant: [Br:1][C:2]1[CH:3]=[CH:4][C:5]([O:8][C:9]2[CH:14]=[CH:13][CH:12]=[C:11]([CH2:15]Cl)[CH:10]=2)=[N:6][CH:7]=1.[CH2:17]([O:19][P:20]([O:24]CC)[O:21][CH2:22][CH3:23])[CH3:18]. Product: [Br:1][C:2]1[CH:3]=[CH:4][C:5]([O:8][C:9]2[CH:10]=[C:11]([CH:12]=[CH:13][CH:14]=2)[CH2:15][P:20](=[O:24])([O:21][CH2:22][CH3:23])[O:19][CH2:17][CH3:18])=[N:6][CH:7]=1. The catalyst class is: 194. (3) Reactant: [Cl:1][C:2]1[CH:3]=[C:4]([CH:16]=[CH:17][C:18]=1F)[C:5]([NH:7][C:8]1[CH:13]=[CH:12][C:11]([CH3:14])=[C:10]([OH:15])[CH:9]=1)=[O:6].[CH2:20]([CH2:22][NH2:23])[OH:21]. Product: [Cl:1][C:2]1[CH:3]=[C:4]([CH:16]=[CH:17][C:18]=1[NH:23][CH2:22][CH2:20][OH:21])[C:5]([NH:7][C:8]1[CH:13]=[CH:12][C:11]([CH3:14])=[C:10]([OH:15])[CH:9]=1)=[O:6]. The catalyst class is: 16. (4) Reactant: [CH3:1][C:2]([CH3:29])([CH3:28])[CH2:3][CH:4]1[CH2:7][CH:6]([C:8]2[CH:12]=[C:11]([C@@H:13]([CH2:22][CH2:23][C:24]([O:26][CH3:27])=[O:25])[CH2:14][C:15]([O:17][C:18]([CH3:21])([CH3:20])[CH3:19])=[O:16])[O:10][N:9]=2)[CH2:5]1.C(OC(C)C)(=O)C.[Br:37]N1C(C)(C)C(=O)N(Br)C1=O.O.C1(C)C=CC(S(O)(=O)=O)=CC=1. Product: [Br:37][C:12]1[C:8]([CH:6]2[CH2:5][CH:4]([CH2:3][C:2]([CH3:29])([CH3:28])[CH3:1])[CH2:7]2)=[N:9][O:10][C:11]=1[C@@H:13]([CH2:22][CH2:23][C:24]([O:26][CH3:27])=[O:25])[CH2:14][C:15]([O:17][C:18]([CH3:19])([CH3:20])[CH3:21])=[O:16]. The catalyst class is: 39. (5) Reactant: [Cl-].[Al+3].[Cl-].[Cl-].Cl[C:6](=[O:12])[C:7]([O:9][CH2:10][CH3:11])=[O:8].[C:13]1([O:19][CH3:20])[CH:18]=[CH:17][CH:16]=[CH:15][CH:14]=1. Product: [CH3:20][O:19][C:13]1[CH:18]=[CH:17][C:16]([C:6](=[O:12])[C:7]([O:9][CH2:10][CH3:11])=[O:8])=[CH:15][CH:14]=1. The catalyst class is: 4.